This data is from Catalyst prediction with 721,799 reactions and 888 catalyst types from USPTO. The task is: Predict which catalyst facilitates the given reaction. The catalyst class is: 149. Reactant: Cl[C:2]1[CH:3]=[CH:4][C:5]2[N:11]3[CH2:12][C@H:8]([CH2:9][CH2:10]3)[NH:7][C:6]=2[N:13]=1.[F:14][C:15]([F:23])([F:22])[CH:16]1[CH2:21][CH2:20][CH2:19][NH:18][CH2:17]1.CC(C)([O-])C.[K+]. Product: [F:14][C:15]([F:23])([F:22])[CH:16]1[CH2:21][CH2:20][CH2:19][N:18]([C:2]2[CH:3]=[CH:4][C:5]3[N:11]4[CH2:12][C@H:8]([CH2:9][CH2:10]4)[NH:7][C:6]=3[N:13]=2)[CH2:17]1.